From a dataset of Reaction yield outcomes from USPTO patents with 853,638 reactions. Predict the reaction yield, written as a fraction of the theoretical maximum amount of product (1.0 means a 100% yield; for example, 0.34 means a 34% yield). (1) The reactants are Cl[CH:2]([C:15]1[CH:20]=[CH:19][CH:18]=[CH:17][CH:16]=1)[C:3]([C:5]1[C:13]2[C:8](=[CH:9][C:10]([Cl:14])=[CH:11][CH:12]=2)[NH:7][CH:6]=1)=[O:4].[CH3:21][O:22][C:23]1[CH:24]=[C:25]([CH:27]=[C:28]([O:30][CH3:31])[CH:29]=1)[NH2:26].CCN(C(C)C)C(C)C. The catalyst is C(O)C. The product is [Cl:14][C:10]1[CH:9]=[C:8]2[C:13]([C:5]([C:3](=[O:4])[CH:2]([NH:26][C:25]3[CH:27]=[C:28]([O:30][CH3:31])[CH:29]=[C:23]([O:22][CH3:21])[CH:24]=3)[C:15]3[CH:20]=[CH:19][CH:18]=[CH:17][CH:16]=3)=[CH:6][NH:7]2)=[CH:12][CH:11]=1. The yield is 0.100. (2) The reactants are OC(C(F)(F)F)=O.[C:8]1([C:14]2[S:15][CH:16]=[C:17]([C:19]([N:21]3[CH2:26][CH2:25][NH:24][CH2:23][CH2:22]3)=[O:20])[N:18]=2)[CH:13]=[CH:12][CH:11]=[CH:10][CH:9]=1.[F:27][C:28]([F:44])([F:43])[C:29]1[O:33][N:32]=[C:31]([C:34]2[CH:35]=[C:36]([CH:40]=[CH:41][CH:42]=2)[C:37](O)=[O:38])[N:30]=1. No catalyst specified. The product is [C:8]1([C:14]2[S:15][CH:16]=[C:17]([C:19]([N:21]3[CH2:26][CH2:25][N:24]([C:37](=[O:38])[C:36]4[CH:40]=[CH:41][CH:42]=[C:34]([C:31]5[N:30]=[C:29]([C:28]([F:44])([F:43])[F:27])[O:33][N:32]=5)[CH:35]=4)[CH2:23][CH2:22]3)=[O:20])[N:18]=2)[CH:9]=[CH:10][CH:11]=[CH:12][CH:13]=1. The yield is 0.370. (3) The yield is 0.800. The product is [ClH:30].[CH2:12]([O:19][C:20]1[CH:29]=[C:28]2[C:23]([C:24]([NH:4][C:3]3[CH:5]=[C:6]([OH:10])[C:7]([CH3:9])=[CH:8][C:2]=3[F:1])=[N:25][CH:26]=[N:27]2)=[CH:22][CH:21]=1)[C:13]1[CH:14]=[CH:15][CH:16]=[CH:17][CH:18]=1. The reactants are [F:1][C:2]1[CH:8]=[C:7]([CH3:9])[C:6]([OH:10])=[CH:5][C:3]=1[NH2:4].Cl.[CH2:12]([O:19][C:20]1[CH:29]=[C:28]2[C:23]([C:24]([Cl:30])=[N:25][CH:26]=[N:27]2)=[CH:22][CH:21]=1)[C:13]1[CH:18]=[CH:17][CH:16]=[CH:15][CH:14]=1. The catalyst is CC(O)CCC. (4) The reactants are [CH:1]1[C:14]2[C:5]3=[C:6]4[C:11](=[CH:12][CH:13]=2)[CH:10]=[CH:9][CH:8]=[C:7]4[CH2:15][C:4]3=[CH:3][CH:2]=1. The catalyst is [Pd].CCO. The product is [CH:10]1[C:11]2[CH2:12][CH2:13][C:14]3[CH:1]=[CH:2][CH:3]=[C:4]4[CH2:15][C:7]([C:6]=2[C:5]=34)=[CH:8][CH:9]=1. The yield is 0.900. (5) The reactants are [CH3:1][O:2][C:3]1[CH:4]=[CH:5][C:6]2[O:10][C:9]([CH:11]=[O:12])=[C:8]([CH3:13])[C:7]=2[CH:14]=1.[CH2:15]([Mg]Br)[CH:16]([CH3:18])[CH3:17].[Cl-].[NH4+]. The catalyst is O1CCCC1. The yield is 0.620. The product is [CH3:1][O:2][C:3]1[CH:4]=[CH:5][C:6]2[O:10][C:9]([CH:11]([OH:12])[CH2:15][CH:16]([CH3:18])[CH3:17])=[C:8]([CH3:13])[C:7]=2[CH:14]=1. (6) The reactants are Cl[CH2:2][CH2:3][N:4]1[C:12]2[C:7](=[N:8][C:9]([O:15][CH3:16])=[C:10]([O:13][CH3:14])[CH:11]=2)[C:6]([C:17]2[N:26]([S:27]([C:30]3[CH:35]=[CH:34][C:33]([CH3:36])=[CH:32][CH:31]=3)(=[O:29])=[O:28])[C:20]3=[N:21][CH:22]=[CH:23][C:24]([Cl:25])=[C:19]3[CH:18]=2)=[CH:5]1.[Na+].[I-:38]. The catalyst is CC(=O)CC. The product is [Cl:25][C:24]1[CH:23]=[CH:22][N:21]=[C:20]2[N:26]([S:27]([C:30]3[CH:31]=[CH:32][C:33]([CH3:36])=[CH:34][CH:35]=3)(=[O:29])=[O:28])[C:17]([C:6]3[C:7]4=[N:8][C:9]([O:15][CH3:16])=[C:10]([O:13][CH3:14])[CH:11]=[C:12]4[N:4]([CH2:3][CH2:2][I:38])[CH:5]=3)=[CH:18][C:19]=12. The yield is 0.966. (7) The reactants are [NH2:1][CH2:2][C:3]1[CH:4]=[C:5](C2SC(CN3CCN(C(OC(C)(C)C)=O)[C@@H](C)C3)=CC=2)[CH:6]=[CH:7][CH:8]=1.Br[C:30]1[N:35]=[C:34]([CH2:36][N:37]2[CH2:42][CH2:41][N:40]([C:43]([O:45][C:46]([CH3:49])([CH3:48])[CH3:47])=[O:44])[C@@H:39]([CH3:50])[CH2:38]2)[CH:33]=[CH:32][CH:31]=1.Cl.NCC1C=C(B(O)O)C=CC=1. No catalyst specified. The product is [NH2:1][CH2:2][C:3]1[CH:8]=[C:7]([C:30]2[N:35]=[C:34]([CH2:36][N:37]3[CH2:42][CH2:41][N:40]([C:43]([O:45][C:46]([CH3:49])([CH3:48])[CH3:47])=[O:44])[C@@H:39]([CH3:50])[CH2:38]3)[CH:33]=[CH:32][CH:31]=2)[CH:6]=[CH:5][CH:4]=1. The yield is 0.920. (8) The reactants are [CH2:1]([N:8]([CH3:34])[C:9]([CH:11]1[C:23]2[C:22]3[C:17](=[CH:18][CH:19]=[CH:20][CH:21]=3)[N:16]([CH2:24][CH2:25][O:26]CC3C=CC=CC=3)[C:15]=2[CH2:14][CH2:13][CH2:12]1)=[O:10])[C:2]1[CH:7]=[CH:6][CH:5]=[CH:4][CH:3]=1. The catalyst is CO.[Pd]. The product is [CH2:1]([N:8]([CH3:34])[C:9]([CH:11]1[C:23]2[C:22]3[C:17](=[CH:18][CH:19]=[CH:20][CH:21]=3)[N:16]([CH2:24][CH2:25][OH:26])[C:15]=2[CH2:14][CH2:13][CH2:12]1)=[O:10])[C:2]1[CH:3]=[CH:4][CH:5]=[CH:6][CH:7]=1. The yield is 0.200. (9) The reactants are Cl[CH2:2][C:3]1[S:7][C:6]([C:8]2[NH:9][C:10]3[C:15]([CH:16]=2)=[CH:14][CH:13]=[CH:12][C:11]=3[N:17]([CH3:26])[S:18]([C:21]2[S:22][CH:23]=[CH:24][CH:25]=2)(=[O:20])=[O:19])=[N:5][CH:4]=1.C(N(CC)CC)C.Cl.[CH2:35]1[CH:40]2[CH2:41][NH:42][CH2:43][CH2:44][N:39]2[C:38](=[O:45])[CH2:37][O:36]1.CN(C)C=O. The catalyst is O. The product is [CH3:26][N:17]([C:11]1[CH:12]=[CH:13][CH:14]=[C:15]2[C:10]=1[NH:9][C:8]([C:6]1[S:7][C:3]([CH2:2][N:42]3[CH2:43][CH2:44][N:39]4[CH:40]([CH2:35][O:36][CH2:37][C:38]4=[O:45])[CH2:41]3)=[CH:4][N:5]=1)=[CH:16]2)[S:18]([C:21]1[S:22][CH:23]=[CH:24][CH:25]=1)(=[O:20])=[O:19]. The yield is 0.450. (10) The yield is 0.900. The product is [CH2:10]([O:17][C:18]1[C:19]([C:36]([OH:38])=[O:37])=[N:20][CH:21]=[C:22]([C:23](=[O:24])[NH:25][CH2:26][C:27]2[CH:28]=[CH:29][C:30]([F:33])=[CH:31][CH:32]=2)[C:34]=1[OH:35])[C:11]1[CH:16]=[CH:15][CH:14]=[CH:13][CH:12]=1. The reactants are Cl([O-])=O.[Na+].S(=O)(=O)(O)N.[CH2:10]([O:17][C:18]1[C:19]([CH:36]=[O:37])=[N:20][CH:21]=[C:22]([C:34]=1[OH:35])[C:23]([NH:25][CH2:26][C:27]1[CH:32]=[CH:31][C:30]([F:33])=[CH:29][CH:28]=1)=[O:24])[C:11]1[CH:16]=[CH:15][CH:14]=[CH:13][CH:12]=1.[OH2:38]. The catalyst is O1CCCC1.